Dataset: Catalyst prediction with 721,799 reactions and 888 catalyst types from USPTO. Task: Predict which catalyst facilitates the given reaction. (1) The catalyst class is: 2. Product: [F:55][CH:56]1[CH2:61][CH2:60][N:59]([CH2:62][C:63]2[CH:64]=[C:65]3[C:70](=[CH:71][CH:72]=2)[C@H:69]([NH:73][C:30](=[O:32])[CH2:29][CH:21]2[N:20]([S:10]([C:13]4[CH:19]=[CH:18][C:16]([CH3:17])=[CH:15][CH:14]=4)(=[O:11])=[O:12])[CH2:25][CH2:24][N:23]4[CH:26]=[CH:27][CH:28]=[C:22]24)[CH2:68][CH2:67][CH2:66]3)[CH2:58][CH2:57]1. Reactant: CCN(C(C)C)C(C)C.[S:10]([N:20]1[CH2:25][CH2:24][N:23]2[CH:26]=[CH:27][CH:28]=[C:22]2[CH:21]1[CH2:29][C:30]([OH:32])=O)([C:13]1[CH:19]=[CH:18][C:16]([CH3:17])=[CH:15][CH:14]=1)(=[O:12])=[O:11].CCN=C=NCCCN(C)C.Cl.C1C=CC2N(O)N=NC=2C=1.[F:55][CH:56]1[CH2:61][CH2:60][N:59]([CH2:62][C:63]2[CH:64]=[C:65]3[C:70](=[CH:71][CH:72]=2)[CH:69]([NH2:73])[CH2:68][CH2:67][CH2:66]3)[CH2:58][CH2:57]1. (2) Reactant: O[C:2]1([C:23]2[CH:28]=[CH:27][CH:26]=[CH:25][C:24]=2[O:29][CH3:30])[C:6]2[CH:7]=[C:8]([NH:13][C:14](=[O:20])[CH2:15][C:16]([CH3:19])([CH3:18])[CH3:17])[C:9]([CH3:12])=[C:10]([CH3:11])[C:5]=2[O:4][C:3]1([CH3:22])[CH3:21]. Product: [CH3:30][O:29][C:24]1[CH:25]=[CH:26][CH:27]=[CH:28][C:23]=1[CH:2]1[C:6]2[CH:7]=[C:8]([NH:13][C:14](=[O:20])[CH2:15][C:16]([CH3:18])([CH3:17])[CH3:19])[C:9]([CH3:12])=[C:10]([CH3:11])[C:5]=2[O:4][C:3]1([CH3:22])[CH3:21]. The catalyst class is: 175.